From a dataset of Retrosynthesis with 50K atom-mapped reactions and 10 reaction types from USPTO. Predict the reactants needed to synthesize the given product. (1) Given the product COc1ccncc1-c1nc(N2CCOCC2)c2sc(C(C)(C)O)cc2n1, predict the reactants needed to synthesize it. The reactants are: CC(C)(O)c1cc2nc(Cl)nc(N3CCOCC3)c2s1.COc1ccncc1B(O)O. (2) The reactants are: CCCCN.O=C(O)c1cc(OCc2ccccc2)c(OCc2ccccc2)c(OCc2ccccc2)c1. Given the product CCCCNC(=O)c1cc(OCc2ccccc2)c(OCc2ccccc2)c(OCc2ccccc2)c1, predict the reactants needed to synthesize it. (3) Given the product O=C(O)[C@@H]1CCCN1C(=O)OCC12CC3CC(CC(C3)C1)C2, predict the reactants needed to synthesize it. The reactants are: O=C(OCc1ccccc1)[C@@H]1CCCN1C(=O)OCC12CC3CC(CC(C3)C1)C2. (4) Given the product CC(C)(O)CN(CCCCCCC1=C(c2ccc(F)c(F)c2)CCCc2cc(O)ccc21)CCCS(=O)(=O)CCC(F)(F)F, predict the reactants needed to synthesize it. The reactants are: CC(C)(O)CNCCCS(=O)(=O)CCC(F)(F)F.Oc1ccc2c(c1)CCCC(c1ccc(F)c(F)c1)=C2CCCCCCBr.